Binary Classification. Given a drug SMILES string, predict its activity (active/inactive) in a high-throughput screening assay against a specified biological target. From a dataset of M1 muscarinic receptor antagonist screen with 61,756 compounds. (1) The compound is o1nc(NC(=O)Cc2ccccc2)cc1C. The result is 0 (inactive). (2) The compound is s1c(Cn2c(c(cc2C)C(=O)CSc2ccc(NC(=O)C)cc2)C)ccc1. The result is 0 (inactive). (3) The compound is S(=O)(=O)(N(Cc1ccccc1)CC(=O)Nc1noc(c1)C)c1ccc(OC)cc1. The result is 0 (inactive).